The task is: Regression. Given a peptide amino acid sequence and an MHC pseudo amino acid sequence, predict their binding affinity value. This is MHC class I binding data.. This data is from Peptide-MHC class I binding affinity with 185,985 pairs from IEDB/IMGT. (1) The peptide sequence is QIIEQLIKK. The MHC is HLA-B45:01 with pseudo-sequence HLA-B45:01. The binding affinity (normalized) is 0.0313. (2) The peptide sequence is LSRMRASM. The MHC is H-2-Kb with pseudo-sequence H-2-Kb. The binding affinity (normalized) is 0.0805. (3) The peptide sequence is YVFAIPLPF. The MHC is HLA-C15:02 with pseudo-sequence HLA-C15:02. The binding affinity (normalized) is 0.354. (4) The peptide sequence is KLVDFRELNK. The MHC is HLA-B44:02 with pseudo-sequence HLA-B44:02. The binding affinity (normalized) is 0. (5) The peptide sequence is KLDFIRNTK. The MHC is HLA-A01:01 with pseudo-sequence HLA-A01:01. The binding affinity (normalized) is 0.0847. (6) The peptide sequence is LLNESNIFL. The binding affinity (normalized) is 0.541. The MHC is HLA-A02:06 with pseudo-sequence HLA-A02:06.